From a dataset of Forward reaction prediction with 1.9M reactions from USPTO patents (1976-2016). Predict the product of the given reaction. (1) Given the reactants C[O:2][C:3]([C:5]1[C:6]([C:14]2[CH:19]=[CH:18][CH:17]=[CH:16][C:15]=2[N+:20]([O-:22])=[O:21])=[CH:7][CH:8]=[C:9]([C:11](=[S:13])[NH2:12])[CH:10]=1)=[O:4].Br[CH2:24][C:25]([C:27]1[CH:32]=[CH:31][CH:30]=[CH:29][C:28]=1[O:33][CH3:34])=O, predict the reaction product. The product is: [CH3:34][O:33][C:28]1[CH:29]=[CH:30][CH:31]=[CH:32][C:27]=1[C:25]1[N:12]=[C:11]([C:9]2[CH:10]=[C:5]([C:3]([OH:2])=[O:4])[C:6]([C:14]3[CH:19]=[CH:18][CH:17]=[CH:16][C:15]=3[N+:20]([O-:22])=[O:21])=[CH:7][CH:8]=2)[S:13][CH:24]=1. (2) Given the reactants [NH:1]1[CH2:10][CH2:9][CH:4]([C:5]([O:7][CH3:8])=[O:6])[CH2:3][CH2:2]1.[CH2:11](Br)[C:12]#[CH:13].O=CC1C=CC(O)=C(OC)C=1, predict the reaction product. The product is: [CH3:8][O:7][C:5]([CH:4]1[CH2:9][CH2:10][N:1]([CH2:13][C:12]#[CH:11])[CH2:2][CH2:3]1)=[O:6]. (3) Given the reactants C([O:3][C:4]([C:6]1[S:7][C:8]([C:12]2[C:21]3[C:16](=[CH:17][CH:18]=[CH:19][CH:20]=3)[CH:15]=[CH:14][CH:13]=2)=[C:9]([CH3:11])[N:10]=1)=[O:5])C.[OH-].[Na+], predict the reaction product. The product is: [CH3:11][C:9]1[N:10]=[C:6]([C:4]([OH:5])=[O:3])[S:7][C:8]=1[C:12]1[C:21]2[C:16](=[CH:17][CH:18]=[CH:19][CH:20]=2)[CH:15]=[CH:14][CH:13]=1. (4) Given the reactants [CH3:1][O:2][C:3]1[CH:8]=[CH:7][CH:6]=[CH:5][C:4]=1[CH2:9][NH:10][C:11](=[O:31])[O:12][CH2:13][C@H:14]1[CH2:18][C@@H:17]([NH:19][S:20]([C:23]2[CH:28]=[C:27]([Br:29])[CH:26]=[CH:25][C:24]=2[Br:30])(=[O:22])=[O:21])[CH2:16][NH:15]1.C[CH2:33][N:34](C(C)C)C(C)C.BrC#N.C(O)C(N)(CO)CO, predict the reaction product. The product is: [CH3:1][O:2][C:3]1[CH:8]=[CH:7][CH:6]=[CH:5][C:4]=1[CH2:9][NH:10][C:11](=[O:31])[O:12][CH2:13][C@H:14]1[CH2:18][C@@H:17]([NH:19][S:20]([C:23]2[CH:28]=[C:27]([Br:29])[CH:26]=[CH:25][C:24]=2[Br:30])(=[O:21])=[O:22])[CH2:16][N:15]1[C:33]#[N:34].